This data is from Reaction yield outcomes from USPTO patents with 853,638 reactions. The task is: Predict the reaction yield, written as a fraction of the theoretical maximum amount of product (1.0 means a 100% yield; for example, 0.34 means a 34% yield). The yield is 0.408. The product is [F:1][C:2]1[CH:7]=[CH:6][C:5]([O:8][CH:16]([C:18](=[O:21])[CH2:19][CH3:20])[CH3:17])=[CH:4][CH:3]=1. The reactants are [F:1][C:2]1[CH:7]=[CH:6][C:5]([OH:8])=[CH:4][CH:3]=1.C(=O)([O-])[O-].[K+].[K+].Br[CH:16]([C:18](=[O:21])[CH2:19][CH3:20])[CH3:17]. The catalyst is CN(C)C=O.O.